Task: Predict the reactants needed to synthesize the given product.. Dataset: Full USPTO retrosynthesis dataset with 1.9M reactions from patents (1976-2016) (1) Given the product [Cl:24][C:25]1[CH:26]=[CH:27][C:28]([CH2:31][CH2:32][S:33]([NH:2][C@H:3]2[CH2:7][CH2:6][N:5]([C@H:8]([C:15]([N:17]3[CH2:18][CH2:19][O:20][CH2:21][CH2:22]3)=[O:16])[CH2:9][CH2:10][S:11]([CH3:14])(=[O:13])=[O:12])[C:4]2=[O:23])(=[O:35])=[O:34])=[CH:29][CH:30]=1, predict the reactants needed to synthesize it. The reactants are: Cl.[NH2:2][C@H:3]1[CH2:7][CH2:6][N:5]([C@H:8]([C:15]([N:17]2[CH2:22][CH2:21][O:20][CH2:19][CH2:18]2)=[O:16])[CH2:9][CH2:10][S:11]([CH3:14])(=[O:13])=[O:12])[C:4]1=[O:23].[Cl:24][C:25]1[CH:30]=[CH:29][C:28]([CH2:31][CH2:32][S:33](Cl)(=[O:35])=[O:34])=[CH:27][CH:26]=1. (2) Given the product [Cl:14][C:10]1[CH:9]=[C:8]([C:6]2[O:5][N:4]=[C:3]([CH2:2][N:15]3[CH2:20][CH2:19][NH:18][CH2:17][CH2:16]3)[N:7]=2)[CH:13]=[CH:12][CH:11]=1, predict the reactants needed to synthesize it. The reactants are: Cl[CH2:2][C:3]1[N:7]=[C:6]([C:8]2[CH:13]=[CH:12][CH:11]=[C:10]([Cl:14])[CH:9]=2)[O:5][N:4]=1.[NH:15]1[CH2:20][CH2:19][NH:18][CH2:17][CH2:16]1.C(=O)([O-])[O-].[K+].[K+]. (3) Given the product [CH2:50]([O:52][C:53](=[O:74])[C@H:54]([OH:73])[CH2:55][C@H:56]([NH:72][C:9]([C:7]1[CH:8]=[C:4]([C:1](=[O:3])[CH3:2])[NH:5][N:6]=1)=[O:11])[CH2:57][C:58]1[CH:59]=[CH:60][C:61]([C:64]2[CH:69]=[C:68]([Cl:70])[CH:67]=[CH:66][C:65]=2[F:71])=[CH:62][CH:63]=1)[CH3:51], predict the reactants needed to synthesize it. The reactants are: [C:1]([C:4]1[CH:8]=[C:7]([C:9]([OH:11])=O)[NH:6][N:5]=1)(=[O:3])[CH3:2].CN(C(ON1N=NC2C=CC=NC1=2)=[N+](C)C)C.F[P-](F)(F)(F)(F)F.CCN(C(C)C)C(C)C.CN(C=O)C.[CH2:50]([O:52][C:53](=[O:74])[C@H:54]([OH:73])[CH2:55][C@H:56]([NH2:72])[CH2:57][C:58]1[CH:63]=[CH:62][C:61]([C:64]2[CH:69]=[C:68]([Cl:70])[CH:67]=[CH:66][C:65]=2[F:71])=[CH:60][CH:59]=1)[CH3:51]. (4) Given the product [C:1]([O:4][CH2:5][CH2:6][C:7]1[CH:8]=[CH:9][CH:10]=[C:11]2[C:15]=1[N:14]([CH3:16])[CH:13]=[CH:12]2)(=[O:3])[CH3:2], predict the reactants needed to synthesize it. The reactants are: [C:1]([O:4][CH2:5][CH2:6][C:7]1[CH:8]=[CH:9][CH:10]=[C:11]2[C:15]=1[NH:14][CH:13]=[CH:12]2)(=[O:3])[CH3:2].[C:16](=O)([O-])[O-].[Cs+].[Cs+].CI.O. (5) Given the product [CH3:27][C:16]1[CH:15]=[C:14]([S:13][CH2:31][CH2:32][CH:33]([C:38]2[S:39][C:40]3[CH:46]=[C:45]([C:47]([F:50])([F:49])[F:48])[CH:44]=[CH:43][C:41]=3[CH:42]=2)[CH2:34][CH2:35][CH2:36][CH3:37])[CH:19]=[CH:18][C:17]=1[O:20][CH2:21][C:22]([O:24][CH2:25][CH3:26])=[O:23], predict the reactants needed to synthesize it. The reactants are: BrC1C=CC2SC(CCC[S:13][C:14]3[CH:19]=[CH:18][C:17]([O:20][CH2:21][C:22]([O:24][CH2:25][CH3:26])=[O:23])=[C:16]([CH3:27])[CH:15]=3)=C(C)C=2C=1.Br[CH2:31][CH2:32][CH:33]([C:38]1[S:39][C:40]2[CH:46]=[C:45]([C:47]([F:50])([F:49])[F:48])[CH:44]=[CH:43][C:41]=2[CH:42]=1)[CH2:34][CH2:35][CH2:36][CH3:37]. (6) Given the product [OH:12][C:4]1[CH:5]=[C:6]([N+:9]([O-:11])=[O:10])[CH:7]=[CH:8][C:3]=1[CH:2]=[O:1], predict the reactants needed to synthesize it. The reactants are: [OH:1][CH2:2][C:3]1[CH:8]=[CH:7][C:6]([N+:9]([O-:11])=[O:10])=[CH:5][C:4]=1[OH:12].